This data is from Catalyst prediction with 721,799 reactions and 888 catalyst types from USPTO. The task is: Predict which catalyst facilitates the given reaction. (1) Reactant: Br[C:2]([CH3:8])([CH3:7])[C:3]([O:5][CH3:6])=[O:4].O.Cl.[NH:11]1[CH2:16][CH2:15][C:14](=[O:17])[CH2:13][CH2:12]1.C(#N)C.C(=O)([O-])[O-].[K+].[K+]. Product: [CH3:7][C:2]([N:11]1[CH2:16][CH2:15][C:14](=[O:17])[CH2:13][CH2:12]1)([CH3:8])[C:3]([O:5][CH3:6])=[O:4]. The catalyst class is: 27. (2) Reactant: C(C(CCCC)CO)C.[CH2:10]([CH:12]([CH2:15][CH:16]([CH2:21][CH3:22])[CH2:17][CH2:18][CH2:19][CH3:20])[CH2:13][OH:14])[CH3:11].C(=O)CCC.C(C(CCCC)C=O)C. Product: [CH2:10]([C:12](=[CH:15][CH:16]([CH2:21][CH3:22])[CH2:17][CH2:18][CH2:19][CH3:20])[CH:13]=[O:14])[CH3:11]. The catalyst class is: 6. (3) Reactant: Cl.[CH3:2][O:3][C:4](=[O:7])[CH2:5][NH2:6].N1C=CC=CC=1.[C:14]1([S:20](Cl)(=[O:22])=[O:21])[CH:19]=[CH:18][CH:17]=[CH:16][CH:15]=1. Product: [CH3:2][O:3][C:4](=[O:7])[CH2:5][NH:6][S:20]([C:14]1[CH:19]=[CH:18][CH:17]=[CH:16][CH:15]=1)(=[O:22])=[O:21]. The catalyst class is: 2. (4) Reactant: [CH:1]1([CH2:4][O:5][C:6]2[CH:14]=[CH:13][C:9]3[O:10][CH2:11][O:12][C:8]=3[C:7]=2[C:15]2[C:16]3[NH:23][CH:22]=[C:21]([C:24]([OH:26])=O)[C:17]=3[N:18]=[CH:19][N:20]=2)[CH2:3][CH2:2]1.[B-](F)(F)(F)F.CCOC(C(C#N)=NOC(N(C)C)=[N+](C)C)=O.C1C=NC2N(O)N=NC=2C=1.CCN(C(C)C)C(C)C.FC(F)(F)C(O)=O.[NH2:75][C@H:76]([CH2:106][N:107]([CH3:109])[CH3:108])[C:77]([N:79]1[CH2:84][CH2:83][CH:82]([N:85]2[N:94]=[C:93]([C:95]3[CH:100]=[CH:99][C:98]([O:101][CH3:102])=[C:97]([O:103][CH3:104])[CH:96]=3)[C@@H:92]3[C@@H:87]([CH2:88][CH2:89][CH2:90][CH2:91]3)[C:86]2=[O:105])[CH2:81][CH2:80]1)=[O:78]. Product: [CH:1]1([CH2:4][O:5][C:6]2[CH:14]=[CH:13][C:9]3[O:10][CH2:11][O:12][C:8]=3[C:7]=2[C:15]2[C:16]3[NH:23][CH:22]=[C:21]([C:24]([NH:75][C@H:76]([CH2:106][N:107]([CH3:109])[CH3:108])[C:77]([N:79]4[CH2:84][CH2:83][CH:82]([N:85]5[N:94]=[C:93]([C:95]6[CH:100]=[CH:99][C:98]([O:101][CH3:102])=[C:97]([O:103][CH3:104])[CH:96]=6)[C@@H:92]6[C@@H:87]([CH2:88][CH2:89][CH2:90][CH2:91]6)[C:86]5=[O:105])[CH2:81][CH2:80]4)=[O:78])=[O:26])[C:17]=3[N:18]=[CH:19][N:20]=2)[CH2:2][CH2:3]1. The catalyst class is: 59. (5) Reactant: [Br:1][C:2]1[CH:3]=[C:4]([N:13]([CH:19]2[CH2:24][CH2:23][O:22][CH2:21][CH2:20]2)[CH2:14][C:15]([F:18])([F:17])[F:16])[C:5]([CH3:12])=[C:6]([CH:11]=1)[C:7]([O:9]C)=[O:8].[OH-].[Na+]. Product: [Br:1][C:2]1[CH:3]=[C:4]([N:13]([CH:19]2[CH2:24][CH2:23][O:22][CH2:21][CH2:20]2)[CH2:14][C:15]([F:16])([F:18])[F:17])[C:5]([CH3:12])=[C:6]([CH:11]=1)[C:7]([OH:9])=[O:8]. The catalyst class is: 36. (6) Reactant: [CH2:1]([O:3][C:4]([C:6]1([CH2:9][OH:10])[CH2:8][CH2:7]1)=[O:5])[CH3:2].C([O-])(O)=O.[Na+].CC(OI1(OC(C)=O)(OC(C)=O)OC(=O)C2C=CC=CC1=2)=O.[O-]S([O-])(=S)=O.[Na+].[Na+]. Product: [CH2:1]([O:3][C:4]([C:6]1([CH:9]=[O:10])[CH2:8][CH2:7]1)=[O:5])[CH3:2]. The catalyst class is: 2. (7) Reactant: [OH:1][CH:2]1[CH:7]2[CH2:8][CH2:9][N:4]([CH2:5][CH2:6]2)[CH2:3]1.I[C:11]1[CH:16]=[CH:15][C:14]([O:17][C:18]2[CH:23]=[CH:22][CH:21]=[CH:20][CH:19]=2)=[CH:13][CH:12]=1.N1C2C(=CC=C3C=2N=CC=C3)C=CC=1.C([O-])([O-])=O.[Cs+].[Cs+]. Product: [O:17]([C:18]1[CH:19]=[CH:20][C:21]([O:1][CH:2]2[CH:7]3[CH2:8][CH2:9][N:4]([CH2:5][CH2:6]3)[CH2:3]2)=[CH:22][CH:23]=1)[C:14]1[CH:15]=[CH:16][CH:11]=[CH:12][CH:13]=1. The catalyst class is: 133.